Dataset: Merck oncology drug combination screen with 23,052 pairs across 39 cell lines. Task: Regression. Given two drug SMILES strings and cell line genomic features, predict the synergy score measuring deviation from expected non-interaction effect. (1) Drug 1: O=C(CCCCCCC(=O)Nc1ccccc1)NO. Drug 2: NC1(c2ccc(-c3nc4ccn5c(=O)[nH]nc5c4cc3-c3ccccc3)cc2)CCC1. Cell line: HCT116. Synergy scores: synergy=23.1. (2) Drug 2: Cn1c(=O)n(-c2ccc(C(C)(C)C#N)cc2)c2c3cc(-c4cnc5ccccc5c4)ccc3ncc21. Synergy scores: synergy=-3.88. Drug 1: CN(Cc1cnc2nc(N)nc(N)c2n1)c1ccc(C(=O)NC(CCC(=O)O)C(=O)O)cc1. Cell line: SKMEL30. (3) Drug 1: COc1cc(C2c3cc4c(cc3C(OC3OC5COC(C)OC5C(O)C3O)C3COC(=O)C23)OCO4)cc(OC)c1O. Drug 2: Cn1cc(-c2cnn3c(N)c(Br)c(C4CCCNC4)nc23)cn1. Cell line: CAOV3. Synergy scores: synergy=65.1. (4) Drug 1: NC(=O)c1cccc2cn(-c3ccc(C4CCCNC4)cc3)nc12. Drug 2: CC(C)CC(NC(=O)C(Cc1ccccc1)NC(=O)c1cnccn1)B(O)O. Cell line: A2058. Synergy scores: synergy=1.36. (5) Drug 1: CN(C)C(=N)N=C(N)N. Cell line: A375. Drug 2: C#Cc1cccc(Nc2ncnc3cc(OCCOC)c(OCCOC)cc23)c1. Synergy scores: synergy=1.02. (6) Drug 1: CC(=O)OC1C(=O)C2(C)C(O)CC3OCC3(OC(C)=O)C2C(OC(=O)c2ccccc2)C2(O)CC(OC(=O)C(O)C(NC(=O)c3ccccc3)c3ccccc3)C(C)=C1C2(C)C. Drug 2: CC(C)CC(NC(=O)C(Cc1ccccc1)NC(=O)c1cnccn1)B(O)O. Cell line: A375. Synergy scores: synergy=-18.6. (7) Drug 1: COc1cccc2c1C(=O)c1c(O)c3c(c(O)c1C2=O)CC(O)(C(=O)CO)CC3OC1CC(N)C(O)C(C)O1. Drug 2: Cc1nc(Nc2ncc(C(=O)Nc3c(C)cccc3Cl)s2)cc(N2CCN(CCO)CC2)n1. Cell line: NCIH23. Synergy scores: synergy=3.81.